This data is from Full USPTO retrosynthesis dataset with 1.9M reactions from patents (1976-2016). The task is: Predict the reactants needed to synthesize the given product. The reactants are: Cl[C:2]1[C:11]2=[N:12][N:13](CC3C=CC(OC)=CC=3)[C:14]([C:15]([F:18])([F:17])[F:16])=[C:10]2[C:9]2[CH:8]=[CH:7][CH:6]=[CH:5][C:4]=2[N:3]=1.[CH3:28][O:29][C:30]1[CH:31]=[C:32]([CH:34]=[CH:35][C:36]=1[O:37][CH3:38])[NH2:33].Cl. Given the product [CH3:28][O:29][C:30]1[CH:31]=[C:32]([NH:33][C:2]2[C:11]3=[N:12][NH:13][C:14]([C:15]([F:18])([F:16])[F:17])=[C:10]3[C:9]3[CH:8]=[CH:7][CH:6]=[CH:5][C:4]=3[N:3]=2)[CH:34]=[CH:35][C:36]=1[O:37][CH3:38], predict the reactants needed to synthesize it.